Dataset: Full USPTO retrosynthesis dataset with 1.9M reactions from patents (1976-2016). Task: Predict the reactants needed to synthesize the given product. The reactants are: [C:1]([C:5]1[CH:10]=[CH:9][C:8](B(O)O)=[CH:7][CH:6]=1)([CH3:4])([CH3:3])[CH3:2].Br[C:15]1[CH:20]=[CH:19][CH:18]=[C:17](Br)[C:16]=1[NH2:22].[CH:36]1[CH:41]=[CH:40][C:39](P([C:36]2[CH:41]=[CH:40][CH:39]=[CH:38][CH:37]=2)[C:36]2[CH:41]=[CH:40][CH:39]=[CH:38][CH:37]=2)=[CH:38][CH:37]=1.C([O-])([O-])=O.[Na+].[Na+]. Given the product [C:1]([C:5]1[CH:10]=[CH:9][C:8]([C:15]2[CH:20]=[CH:19][CH:18]=[C:17]([C:39]3[CH:38]=[CH:37][C:36]([C:1]([CH3:4])([CH3:3])[CH3:2])=[CH:41][CH:40]=3)[C:16]=2[NH2:22])=[CH:7][CH:6]=1)([CH3:4])([CH3:3])[CH3:2], predict the reactants needed to synthesize it.